The task is: Predict which catalyst facilitates the given reaction.. This data is from Catalyst prediction with 721,799 reactions and 888 catalyst types from USPTO. (1) Reactant: [OH-].[K+].[C:3]1([CH:10]=[CH:9][C:7]([OH:8])=[CH:6][CH:5]=1)[OH:4].Br[CH2:12][CH2:13][CH:14]=[CH2:15]. Product: [CH2:15]([O:4][C:3]1[CH:10]=[CH:9][C:7]([OH:8])=[CH:6][CH:5]=1)[CH2:14][CH:13]=[CH2:12]. The catalyst class is: 8. (2) Reactant: [Cl:1][C:2]1[CH:7]=[CH:6][C:5]([O:8][CH2:9][CH:10]([CH3:12])[CH3:11])=[CH:4][CH:3]=1.[I:13]I.[B-](F)(F)(F)F.[B-](F)(F)(F)F.C1[N+]2(CCl)CC[N+](F)(CC2)C1. The catalyst class is: 10. Product: [Cl:1][C:2]1[CH:7]=[CH:6][C:5]([O:8][CH2:9][CH:10]([CH3:12])[CH3:11])=[C:4]([I:13])[CH:3]=1.